From a dataset of Experimentally validated miRNA-target interactions with 360,000+ pairs, plus equal number of negative samples. Binary Classification. Given a miRNA mature sequence and a target amino acid sequence, predict their likelihood of interaction. (1) The miRNA is hsa-miR-588 with sequence UUGGCCACAAUGGGUUAGAAC. The protein sequence of the target gene is MIGGLFIYNHKGEVLISRVYRDDIGRNAVDAFRVNVIHARQQVRSPVTNIARTSFFHVKRSNIWLAAVTKQNVNAAMVFEFLYKMCDVMAAYFGKISEENIKNNFVLIYELLDEILDFGYPQNSETGALKTFITQQGIKSQHQTKEEQSQITSQVTGQIGWRREGIKYRRNELFLDVLESVNLLMSPQGQVLSAHVSGRVVMKSYLSGMPECKFGMNDKIVIEKQGKGTADETSKSGKQSIAIDDCTFHQCVRLSKFDSERSISFIPPDGEFELMRYRTTKDIILPFRVIPLVREVGRTK.... Result: 1 (interaction). (2) The miRNA is gga-miR-199-5p with sequence CCCAGUGUUCAGACUACCUGUUC. The protein sequence of the target gene is MSLQKLMEPEAGTNRTAVAEFILLGLVQTEEMQPVVFVLLLFAYLVTTGGNLSILAAVLVEPKLHAPMYFFLGNLSVLDVGCITVTVPAMLGRLLSHKSTISYDACLSQLFFFHLLAGMDCFLLTAMAYDRLLAICQPLTYSTRMSQTVQRMLVAASLACAFTNALTHTVAMSTLNFCGPNEVNHFYCDLPQLFQLSCSSTQLNELLLFAVGFIMAGTPLVLIITAYSHVAAAVLRIRSVEGRKKAFSTCGSHLTVVCLFFGRGIFNYMRLGSEEASDKDKGVGVFNTVINPMLNPLIYS.... Result: 0 (no interaction). (3) The miRNA is mmu-miR-17-5p with sequence CAAAGUGCUUACAGUGCAGGUAG. The protein sequence of the target gene is MTHGEELGSDVHQDSIVLTYLEGLLMHQAAGGSGTAINKKSAGHKEEDQNFNLSGSAFPSCQSNGPTVSTQTYQGSGMLHLKKARLLQSSEDWNAAKRKRLSDSIVNLNVKKEALLAGMVDSVPKGKQDSTLLASLLQSFSSRLQTVALSQQIRQSLKEQGYALSHESLKVEKDLRCYGVASSHLKTLLKKSKTKDQKSGPTLPDVTPNLIRDSFVESSHPAVGQSGTKVMSEPLSCAARLQAVASMVEKRASPAASPKPSVACSQLALLLSSEAHLQQYSREHALKTQNAHQVASERLA.... Result: 1 (interaction). (4) The miRNA is hsa-miR-335-5p with sequence UCAAGAGCAAUAACGAAAAAUGU. The protein sequence of the target gene is MAITLTLQTAEMQEGLLAVKVKEEEEEHSCGPESGLSRNNPHTREIFRRRFRQFCYQESPGPREALQRLQELCHQWLRPEMHTKEQILELLVLEQFLTILPEELQAWVRQHRPVSGEEAVTVLEDLERELDDPGEQVLSHAHEQEEFVKEKATPGAAQESSNDQFQTLEEQLGYNLREVCPVQEIDGKAGTWNVELAPKREISQEVKSLIQVLGKQNGNITQIPEYGDTCDREGRLEKQRVSSSVERPYICSECGKSFTQNSILIEHQRTHTGEKPYECDECGRAFSQRSGLFQHQRLHT.... Result: 1 (interaction). (5) The miRNA is hsa-miR-548b-3p with sequence CAAGAACCUCAGUUGCUUUUGU. The protein sequence of the target gene is MGGGDGAAFKRPGDGARLQRVLGLGSRREPRSLPAGGPAPRRTAPPPPGHASAGPAAMSSHIAKSESKTSLLKAAAAAASGGSRAPRHGPARDPGLPSRRLPGSCPATPQSSGDPSSRRPLCRPAPREEGARGSQRVLPQAHCRPREALPAAASRPSPSSPLPPARGRDGEERGLSPALGLRGSLRARGRGDSVPAAASEADPFLHRLRPMLSSAFGQDRSLRPEEIEELREAFREFDKDKDGYINCRDLGNCMRTMGYMPTEMELIELSQQINMNLGGHVDFDDFVELMGPKLLAETAD.... Result: 0 (no interaction). (6) The miRNA is cel-miR-75-3p with sequence UUAAAGCUACCAACCGGCUUCA. The protein sequence of the target gene is MGNPENIEDAYVAVIRPKNTASLNSREYRAKSYEILLHEVPIEGQKKKRKKVLLETKLQSNSEIAQGILDYVVETTKPISPANQGIKGKRVVLMRKFPLDGEKTGREAALFIVPSVVKDNTKYAYTPGCPIFYCLQDIMRVCSESSTHFATLTARMLIALDKWLDERHAQSHFIPALFRPSPLERIKTNVINPAYAAELGQVDNSLHMGYSALEIKSKMLALEKADTCIYNPLFGSDLQYTNRVDKVVINPYFGLGAPDYSKIQIPKQEKWQRSMSSVVEDKERQWVDDFPLHRNACEGD.... Result: 0 (no interaction).